Dataset: Reaction yield outcomes from USPTO patents with 853,638 reactions. Task: Predict the reaction yield, written as a fraction of the theoretical maximum amount of product (1.0 means a 100% yield; for example, 0.34 means a 34% yield). The reactants are [Cl:1][C:2]1[CH:3]=[C:4]([C:17]#[C:18][Si](C)(C)C)[CH:5]=[C:6]2[C:10]=1[C:9](=[O:11])[N:8]([C@H:12]([CH:14]1[CH2:16][CH2:15]1)[CH3:13])[CH2:7]2.[OH-].[K+]. The catalyst is C(O)C.O. The product is [Cl:1][C:2]1[CH:3]=[C:4]([C:17]#[CH:18])[CH:5]=[C:6]2[C:10]=1[C:9](=[O:11])[N:8]([C@H:12]([CH:14]1[CH2:16][CH2:15]1)[CH3:13])[CH2:7]2. The yield is 0.697.